This data is from NCI-60 drug combinations with 297,098 pairs across 59 cell lines. The task is: Regression. Given two drug SMILES strings and cell line genomic features, predict the synergy score measuring deviation from expected non-interaction effect. (1) Drug 2: CC(C)(C#N)C1=CC(=CC(=C1)CN2C=NC=N2)C(C)(C)C#N. Synergy scores: CSS=37.1, Synergy_ZIP=-2.57, Synergy_Bliss=-4.50, Synergy_Loewe=-12.7, Synergy_HSA=-3.70. Cell line: SNB-19. Drug 1: COC1=CC(=CC(=C1O)OC)C2C3C(COC3=O)C(C4=CC5=C(C=C24)OCO5)OC6C(C(C7C(O6)COC(O7)C8=CC=CS8)O)O. (2) Drug 1: CNC(=O)C1=CC=CC=C1SC2=CC3=C(C=C2)C(=NN3)C=CC4=CC=CC=N4. Drug 2: C1CN1P(=S)(N2CC2)N3CC3. Cell line: MOLT-4. Synergy scores: CSS=52.8, Synergy_ZIP=-3.06, Synergy_Bliss=-2.50, Synergy_Loewe=-4.94, Synergy_HSA=0.430. (3) Drug 1: CN1CCC(CC1)COC2=C(C=C3C(=C2)N=CN=C3NC4=C(C=C(C=C4)Br)F)OC. Drug 2: C1=NNC2=C1C(=O)NC=N2. Cell line: HCC-2998. Synergy scores: CSS=3.72, Synergy_ZIP=0.694, Synergy_Bliss=3.07, Synergy_Loewe=0.769, Synergy_HSA=1.86. (4) Drug 1: C1CCN(CC1)CCOC2=CC=C(C=C2)C(=O)C3=C(SC4=C3C=CC(=C4)O)C5=CC=C(C=C5)O. Drug 2: CCCCCOC(=O)NC1=NC(=O)N(C=C1F)C2C(C(C(O2)C)O)O. Cell line: SR. Synergy scores: CSS=-0.625, Synergy_ZIP=-1.46, Synergy_Bliss=-7.15, Synergy_Loewe=-9.55, Synergy_HSA=-11.0. (5) Drug 1: C(=O)(N)NO. Drug 2: CC1C(C(CC(O1)OC2CC(CC3=C2C(=C4C(=C3O)C(=O)C5=C(C4=O)C(=CC=C5)OC)O)(C(=O)CO)O)N)O.Cl. Cell line: NCI-H460. Synergy scores: CSS=27.0, Synergy_ZIP=-1.69, Synergy_Bliss=-3.44, Synergy_Loewe=-27.9, Synergy_HSA=-3.15. (6) Drug 1: C1=CC(=C2C(=C1NCCNCCO)C(=O)C3=C(C=CC(=C3C2=O)O)O)NCCNCCO. Drug 2: C1=CN(C(=O)N=C1N)C2C(C(C(O2)CO)O)O.Cl. Cell line: CCRF-CEM. Synergy scores: CSS=82.9, Synergy_ZIP=0.168, Synergy_Bliss=0.00561, Synergy_Loewe=1.47, Synergy_HSA=3.62. (7) Drug 1: CC1=C(C(=CC=C1)Cl)NC(=O)C2=CN=C(S2)NC3=CC(=NC(=N3)C)N4CCN(CC4)CCO. Drug 2: CCN(CC)CCCC(C)NC1=C2C=C(C=CC2=NC3=C1C=CC(=C3)Cl)OC. Cell line: COLO 205. Synergy scores: CSS=34.5, Synergy_ZIP=0.157, Synergy_Bliss=-0.284, Synergy_Loewe=-20.5, Synergy_HSA=-1.64. (8) Drug 1: C1CC(=O)NC(=O)C1N2CC3=C(C2=O)C=CC=C3N. Drug 2: C1=NC2=C(N=C(N=C2N1C3C(C(C(O3)CO)O)O)F)N. Cell line: PC-3. Synergy scores: CSS=10.7, Synergy_ZIP=-4.96, Synergy_Bliss=-0.510, Synergy_Loewe=0.659, Synergy_HSA=0.674.